This data is from Full USPTO retrosynthesis dataset with 1.9M reactions from patents (1976-2016). The task is: Predict the reactants needed to synthesize the given product. (1) The reactants are: [C:1]([O:5][C:6](=[O:29])[NH:7][C@H:8]1[CH2:13][CH2:12][CH2:11][CH2:10][C@H:9]1[NH:14][C:15]1[N:16]=[CH:17][C:18]2[C:24]([CH:25]([F:27])[F:26])=[N:23][CH:22]=[C:21](I)[C:19]=2[N:20]=1)([CH3:4])([CH3:3])[CH3:2].C([N:37]1[C:45]2[C:40](=[CH:41][CH:42]=[C:43]([C:46]#[N:47])[CH:44]=2)[C:39](B2OC(C)(C)C(C)(C)O2)=[CH:38]1)(OC(C)(C)C)=O.C1(P(C2CCCCC2)C2C=CC=CC=2C2C(OC)=CC=CC=2OC)CCCCC1.C(=O)([O-])[O-].[K+].[K+].COCCOC.O. Given the product [C:1]([O:5][C:6](=[O:29])[NH:7][C@H:8]1[CH2:13][CH2:12][CH2:11][CH2:10][C@H:9]1[NH:14][C:15]1[N:16]=[CH:17][C:18]2[C:24]([CH:25]([F:27])[F:26])=[N:23][CH:22]=[C:21]([C:39]3[C:40]4[C:45](=[CH:44][C:43]([C:46]#[N:47])=[CH:42][CH:41]=4)[NH:37][CH:38]=3)[C:19]=2[N:20]=1)([CH3:4])([CH3:3])[CH3:2], predict the reactants needed to synthesize it. (2) Given the product [CH3:1][C:2]1([CH3:43])[CH2:42][C:5]2[C:6]3[CH2:11][CH2:10][NH:9][CH:8]([C:12]4[C:13]([CH2:39][OH:40])=[C:14]([C:19]5[CH:20]=[C:21]([NH:27][C:28]6[CH:37]=[CH:36][C:35]7[CH2:34][N:33]([CH2:38][CH3:45])[CH2:32][CH2:31][C:30]=7[N:29]=6)[C:22](=[O:26])[N:23]([CH3:25])[CH:24]=5)[CH:15]=[C:16]([F:18])[CH:17]=4)[C:7]=3[S:41][C:4]=2[CH2:3]1, predict the reactants needed to synthesize it. The reactants are: [CH3:1][C:2]1([CH3:43])[CH2:42][C:5]2[C:6]3[CH2:11][CH2:10][NH:9][CH:8]([C:12]4[C:13]([CH2:39][OH:40])=[C:14]([C:19]5[CH:20]=[C:21]([NH:27][C:28]6[CH:37]=[CH:36][C:35]7[CH2:34][N:33]([CH3:38])[CH2:32][CH2:31][C:30]=7[N:29]=6)[C:22](=[O:26])[N:23]([CH3:25])[CH:24]=5)[CH:15]=[C:16]([F:18])[CH:17]=4)[C:7]=3[S:41][C:4]=2[CH2:3]1.Br[C:45]1C=C(NC2C=CC3CN(CC)CCC=3N=2)C(=O)N(C)C=1. (3) Given the product [CH3:22][O:21][C:19]([C:10]1[CH:11]([C:12]2[CH:13]=[CH:14][CH:15]=[CH:16][C:17]=2[Cl:18])[C:6]([C:4]([O:3][CH2:2][CH3:1])=[O:5])=[C:7]([CH2:24][O:25][CH2:26][CH2:27][NH:28][C:56](=[O:73])[CH2:57][O:58][C:59]2[CH:64]=[CH:63][C:62]([C:65]3[CH2:70][CH2:69][C:68](=[O:71])[NH:67][N:66]=3)=[CH:61][C:60]=2[Cl:72])[NH:8][C:9]=1[CH3:23])=[O:20], predict the reactants needed to synthesize it. The reactants are: [CH3:1][CH2:2][O:3][C:4]([C:6]1[CH:11]([C:12]2[CH:13]=[CH:14][CH:15]=[CH:16][C:17]=2[Cl:18])[C:10]([C:19]([O:21][CH3:22])=[O:20])=[C:9]([CH3:23])[NH:8][C:7]=1[CH2:24][O:25][CH2:26][CH2:27][NH2:28])=[O:5].COC(C1C(C2C=CC=CC=2Cl)C(C(OC)=O)=C(C)NC=1COCCN[C:56](=[O:73])[CH2:57][O:58][C:59]1[CH:64]=[CH:63][C:62]([C:65]2[CH2:70][CH2:69][C:68](=[O:71])[NH:67][N:66]=2)=[CH:61][C:60]=1[Cl:72])=O. (4) Given the product [CH3:16][N:13]1[CH2:14][CH2:15][CH:9]([OH:8])[C:10]2[CH:20]=[CH:19][C:18]([C:21]3[N:22]=[N:23][CH:24]=[CH:25][CH:26]=3)=[CH:17][C:11]=2[CH2:12]1, predict the reactants needed to synthesize it. The reactants are: [Si]([O:8][CH:9]1[CH2:15][CH2:14][N:13]([CH3:16])[CH2:12][C:11]2[CH:17]=[C:18]([C:21]3[N:22]=[N:23][CH:24]=[CH:25][CH:26]=3)[CH:19]=[CH:20][C:10]1=2)(C(C)(C)C)(C)C.CCCC[N+](CCCC)(CCCC)CCCC.[F-]. (5) Given the product [CH:1]([O:4][C:5]1[CH:9]=[C:8]([CH2:10][OH:11])[N:7]([CH2:15][C:16]2[CH:25]=[CH:24][C:23]3[C:18](=[CH:19][CH:20]=[CH:21][CH:22]=3)[N:17]=2)[N:6]=1)([CH3:3])[CH3:2], predict the reactants needed to synthesize it. The reactants are: [CH:1]([O:4][C:5]1[CH:9]=[C:8]([C:10](OCC)=[O:11])[N:7]([CH2:15][C:16]2[CH:25]=[CH:24][C:23]3[C:18](=[CH:19][CH:20]=[CH:21][CH:22]=3)[N:17]=2)[N:6]=1)([CH3:3])[CH3:2].[H-].C([Al+]CC(C)C)C(C)C.C(O)C.[Cl-].[NH4+]. (6) Given the product [Br:18][C:19]1[CH:24]=[C:23]([F:25])[CH:22]=[CH:21][C:20]=1[S:26]([NH:1][C:2]1[CH:10]=[CH:9][C:8]2[N:7]3[CH2:11][CH2:12][CH2:13][C:6]3=[CH:5][C:4]=2[C:3]=1[C:14]([O:16][CH3:17])=[O:15])(=[O:28])=[O:27], predict the reactants needed to synthesize it. The reactants are: [NH2:1][C:2]1[CH:10]=[CH:9][C:8]2[N:7]3[CH2:11][CH2:12][CH2:13][C:6]3=[CH:5][C:4]=2[C:3]=1[C:14]([O:16][CH3:17])=[O:15].[Br:18][C:19]1[CH:24]=[C:23]([F:25])[CH:22]=[CH:21][C:20]=1[S:26](Cl)(=[O:28])=[O:27].